Dataset: NCI-60 drug combinations with 297,098 pairs across 59 cell lines. Task: Regression. Given two drug SMILES strings and cell line genomic features, predict the synergy score measuring deviation from expected non-interaction effect. (1) Drug 1: C1=CC(=CC=C1C#N)C(C2=CC=C(C=C2)C#N)N3C=NC=N3. Drug 2: C1CC(=O)NC(=O)C1N2C(=O)C3=CC=CC=C3C2=O. Cell line: NCI-H226. Synergy scores: CSS=-5.43, Synergy_ZIP=2.88, Synergy_Bliss=1.73, Synergy_Loewe=-4.44, Synergy_HSA=-3.62. (2) Drug 1: CC1=C2C(C(=O)C3(C(CC4C(C3C(C(C2(C)C)(CC1OC(=O)C(C(C5=CC=CC=C5)NC(=O)OC(C)(C)C)O)O)OC(=O)C6=CC=CC=C6)(CO4)OC(=O)C)OC)C)OC. Drug 2: C1=CC(=CC=C1CCC2=CNC3=C2C(=O)NC(=N3)N)C(=O)NC(CCC(=O)O)C(=O)O. Cell line: U251. Synergy scores: CSS=39.4, Synergy_ZIP=-11.7, Synergy_Bliss=-15.5, Synergy_Loewe=-10.6, Synergy_HSA=-8.16. (3) Drug 1: CC1=C2C(C(=O)C3(C(CC4C(C3C(C(C2(C)C)(CC1OC(=O)C(C(C5=CC=CC=C5)NC(=O)OC(C)(C)C)O)O)OC(=O)C6=CC=CC=C6)(CO4)OC(=O)C)OC)C)OC. Drug 2: CN1C(=O)N2C=NC(=C2N=N1)C(=O)N. Cell line: HOP-62. Synergy scores: CSS=25.7, Synergy_ZIP=3.66, Synergy_Bliss=-0.101, Synergy_Loewe=-32.1, Synergy_HSA=-4.47. (4) Synergy scores: CSS=34.1, Synergy_ZIP=-4.37, Synergy_Bliss=-3.82, Synergy_Loewe=-5.68, Synergy_HSA=-1.24. Drug 2: C1CN1P(=S)(N2CC2)N3CC3. Cell line: NCI-H460. Drug 1: COC1=C(C=C2C(=C1)N=CN=C2NC3=CC(=C(C=C3)F)Cl)OCCCN4CCOCC4. (5) Drug 1: CNC(=O)C1=CC=CC=C1SC2=CC3=C(C=C2)C(=NN3)C=CC4=CC=CC=N4. Drug 2: B(C(CC(C)C)NC(=O)C(CC1=CC=CC=C1)NC(=O)C2=NC=CN=C2)(O)O. Cell line: SF-539. Synergy scores: CSS=9.33, Synergy_ZIP=-5.00, Synergy_Bliss=-3.49, Synergy_Loewe=-3.00, Synergy_HSA=-2.80. (6) Drug 1: CC1=C(C(=CC=C1)Cl)NC(=O)C2=CN=C(S2)NC3=CC(=NC(=N3)C)N4CCN(CC4)CCO. Drug 2: CC1=C(C(=O)C2=C(C1=O)N3CC4C(C3(C2COC(=O)N)OC)N4)N. Cell line: NCIH23. Synergy scores: CSS=56.3, Synergy_ZIP=1.32, Synergy_Bliss=1.39, Synergy_Loewe=0.797, Synergy_HSA=4.84.